From a dataset of Catalyst prediction with 721,799 reactions and 888 catalyst types from USPTO. Predict which catalyst facilitates the given reaction. (1) Reactant: Cl.[NH2:2][C@@:3]([CH3:9])([CH2:6][CH2:7][CH3:8])[CH2:4][OH:5].[F:10][C:11]([F:33])([CH2:26][C:27]1[CH:32]=[CH:31][CH:30]=[CH:29][CH:28]=1)[CH2:12][C@H:13]([NH:17][C:18]([N:20]1[CH2:25][CH2:24][O:23][CH2:22][CH2:21]1)=[O:19])[C:14](O)=[O:15].CCN=C=NCCCN(C)C.C1C=CC2N(O)N=NC=2C=1.C(N(C(C)C)CC)(C)C. Product: [F:33][C:11]([F:10])([CH2:26][C:27]1[CH:32]=[CH:31][CH:30]=[CH:29][CH:28]=1)[CH2:12][C@H:13]([NH:17][C:18]([N:20]1[CH2:21][CH2:22][O:23][CH2:24][CH2:25]1)=[O:19])[C:14](=[O:15])[NH:2][C@@:3]([CH2:4][OH:5])([CH3:9])[CH2:6][CH2:7][CH3:8]. The catalyst class is: 39. (2) Reactant: N#N.Br[C:4]1[C:13]2[C:8](=[CH:9][CH:10]=[C:11]([C:14]3[CH:19]=[CH:18][CH:17]=[CH:16][N:15]=3)[CH:12]=2)[C:7](=[O:20])[N:6]([CH3:21])[CH:5]=1.[CH2:22]([S:24]([NH:27][C:28]1[CH:29]=[C:30](B(O)O)[CH:31]=[CH:32][CH:33]=1)(=[O:26])=[O:25])[CH3:23].[O-]P([O-])([O-])=O.[K+].[K+].[K+]. Product: [CH3:21][N:6]1[CH:5]=[C:4]([C:32]2[CH:33]=[C:28]([NH:27][S:24]([CH2:22][CH3:23])(=[O:25])=[O:26])[CH:29]=[CH:30][CH:31]=2)[C:13]2[C:8](=[CH:9][CH:10]=[C:11]([C:14]3[CH:19]=[CH:18][CH:17]=[CH:16][N:15]=3)[CH:12]=2)[C:7]1=[O:20]. The catalyst class is: 75. (3) Reactant: [NH2:1][C:2]1[CH:3]=[C:4]2[C:9](=[CH:10][CH:11]=1)[N:8]=[CH:7][N:6]=[C:5]2[NH:12][C:13]1[CH:18]=[CH:17][CH:16]=[C:15]([I:19])[CH:14]=1.C(N(CC)C(C)C)(C)C.[Cl:29][CH2:30][C:31](Cl)=[O:32].C([O-])(O)=O.[Na+]. Product: [I:19][C:15]1[CH:14]=[C:13]([NH:12][C:5]2[C:4]3[C:9](=[CH:10][CH:11]=[C:2]([NH:1][C:31](=[O:32])[CH2:30][Cl:29])[CH:3]=3)[N:8]=[CH:7][N:6]=2)[CH:18]=[CH:17][CH:16]=1. The catalyst class is: 1. (4) Reactant: [OH:1][N:2]=[C:3]1[CH:7]=[CH:6][S:5][C:4]1=[C:8]([C:11]1[CH:16]=[CH:15][CH:14]=[CH:13][C:12]=1[CH3:17])[C:9]#[N:10].[CH3:18][C:19]1[CH:24]=[CH:23][C:22]([S:25]([O:28][C:29]2[CH:34]=[CH:33][C:32]([S:35](Cl)(=[O:37])=[O:36])=[CH:31][CH:30]=2)(=[O:27])=[O:26])=[CH:21][CH:20]=1.C(N(CC)CC)C.O. Product: [CH3:18][C:19]1[CH:24]=[CH:23][C:22]([S:25]([O:28][C:29]2[CH:34]=[CH:33][C:32]([S:35]([O:1][N:2]=[C:3]3[CH:7]=[CH:6][S:5][C:4]3=[C:8]([C:11]3[CH:16]=[CH:15][CH:14]=[CH:13][C:12]=3[CH3:17])[C:9]#[N:10])(=[O:37])=[O:36])=[CH:31][CH:30]=2)(=[O:27])=[O:26])=[CH:21][CH:20]=1. The catalyst class is: 217. (5) Reactant: [Br:1][C:2]1[CH:7]=[CH:6][C:5]([NH2:8])=[CH:4][C:3]=1[O:9][C:10]([F:13])([F:12])[F:11].C(N(CC)C(C)C)(C)C.OC(C(F)(F)F)=O.[C:30]([O:34][C:35]([N:37]1[CH2:42][C@@H:41]([CH3:43])[N:40]([C:44]2[CH:49]=[CH:48][C:47]([C:50](O)=[O:51])=[CH:46][N:45]=2)[CH2:39][C@@H:38]1[CH3:53])=[O:36])([CH3:33])([CH3:32])[CH3:31].CN(C(ON1N=NC2C=CC(=CC1=2)Cl)=[N+](C)C)C.F[P-](F)(F)(F)(F)F. Product: [C:30]([O:34][C:35]([N:37]1[CH2:42][C@@H:41]([CH3:43])[N:40]([C:44]2[CH:49]=[CH:48][C:47]([C:50](=[O:51])[NH:8][C:5]3[CH:6]=[CH:7][C:2]([Br:1])=[C:3]([O:9][C:10]([F:12])([F:11])[F:13])[CH:4]=3)=[CH:46][N:45]=2)[CH2:39][C@@H:38]1[CH3:53])=[O:36])([CH3:31])([CH3:32])[CH3:33]. The catalyst class is: 80. (6) Reactant: C[Si]([N-][Si](C)(C)C)(C)C.[Li+].[N:11]1([C:22]([O:24][CH2:25][C:26]2[CH:31]=[CH:30][CH:29]=[CH:28][CH:27]=2)=[O:23])[CH2:16][CH2:15][CH2:14][CH:13]([C:17]([O:19][CH2:20][CH3:21])=[O:18])[CH2:12]1.[CH3:32]I.[Cl-].[NH4+]. Product: [CH3:32][C:13]1([C:17]([O:19][CH2:20][CH3:21])=[O:18])[CH2:14][CH2:15][CH2:16][N:11]([C:22]([O:24][CH2:25][C:26]2[CH:31]=[CH:30][CH:29]=[CH:28][CH:27]=2)=[O:23])[CH2:12]1. The catalyst class is: 1. (7) Reactant: C([Si](C)(C)[O:6][CH2:7][C:8]([C:11]1[N:12](S(C)(=O)=O)[C:13]2[C:18]([CH:19]=1)=[CH:17][C:16]([C:20]#[N:21])=[C:15]([C:22]([F:25])([F:24])[F:23])[CH:14]=2)([OH:10])[CH3:9])(C)(C)C.[OH-].[Na+].Cl. Product: [OH:10][C:8]([C:11]1[NH:12][C:13]2[C:18]([CH:19]=1)=[CH:17][C:16]([C:20]#[N:21])=[C:15]([C:22]([F:25])([F:23])[F:24])[CH:14]=2)([CH3:9])[CH2:7][OH:6]. The catalyst class is: 24. (8) Reactant: [F:1][C:2]1[CH:7]=[CH:6][C:5]([C@@:8]([CH3:26])([CH2:21][CH2:22][CH:23]([CH3:25])[CH3:24])[C:9](N[C@H](C2C=CC=CC=2)CO)=[O:10])=[CH:4][CH:3]=1.S(=O)(=O)(O)[OH:28]. Product: [F:1][C:2]1[CH:3]=[CH:4][C:5]([C@@:8]([CH3:26])([CH2:21][CH2:22][CH:23]([CH3:25])[CH3:24])[C:9]([OH:10])=[O:28])=[CH:6][CH:7]=1. The catalyst class is: 12. (9) Reactant: N[C:2]1[CH:7]=[CH:6][C:5]([F:8])=[CH:4][C:3]=1[C:9]1[C:23]([O:24][CH2:25][CH3:26])=[N:22][CH:21]=[CH:20][C:10]=1[C:11]([N:13](C(C)C)C(C)C)=[O:12].C[Si](C)(C)N[Si](C)(C)C.[Na].CO. Product: [CH2:25]([O:24][C:23]1[N:22]=[CH:21][CH:20]=[C:10]2[C:9]=1[C:3]1[CH:4]=[C:5]([F:8])[CH:6]=[CH:7][C:2]=1[NH:13][C:11]2=[O:12])[CH3:26]. The catalyst class is: 1. (10) Reactant: [CH2:1]1[CH2:5]OC[CH2:2]1.C([Mg]Cl)(C)C.[SiH4].[CH:12]([Si:15]([CH:19]([CH3:21])[CH3:20])([O:17][CH3:18])Cl)([CH3:14])[CH3:13]. Product: [CH:12]([Si:15]([CH:1]([CH3:2])[CH3:5])([CH:19]([CH3:21])[CH3:20])[O:17][CH3:18])([CH3:14])[CH3:13]. The catalyst class is: 11.